Dataset: Full USPTO retrosynthesis dataset with 1.9M reactions from patents (1976-2016). Task: Predict the reactants needed to synthesize the given product. (1) Given the product [Cl:15][C:16]1[CH:38]=[CH:37][C:19]([CH2:20][NH:21][C:22]([C:24]2[C:25](=[O:36])[C:26]3[CH:33]=[C:32]([CH2:34][N:40]([CH2:41][C@@H:42]([OH:43])[C:44]4[CH:49]=[CH:48][CH:47]=[CH:46][CH:45]=4)[CH3:39])[S:31][C:27]=3[N:28]([CH3:30])[CH:29]=2)=[O:23])=[CH:18][CH:17]=1, predict the reactants needed to synthesize it. The reactants are: N1C(C)=CC(C)=CC=1C.CS(Cl)(=O)=O.[Cl:15][C:16]1[CH:38]=[CH:37][C:19]([CH2:20][NH:21][C:22]([C:24]2[C:25](=[O:36])[C:26]3[CH:33]=[C:32]([CH2:34]O)[S:31][C:27]=3[N:28]([CH3:30])[CH:29]=2)=[O:23])=[CH:18][CH:17]=1.[CH3:39][NH:40][CH2:41][C@H:42]([C:44]1[CH:49]=[CH:48][CH:47]=[CH:46][CH:45]=1)[OH:43]. (2) The reactants are: [C:1]([O:5][C:6]([N:8]1[CH2:15][CH2:14][CH2:13][C@H:9]1[C:10]([OH:12])=O)=[O:7])([CH3:4])([CH3:3])[CH3:2].[CH2:16]([NH2:20])[CH2:17][CH2:18][CH3:19]. Given the product [CH2:16]([NH:20][C:10](=[O:12])[C@@H:9]1[CH2:13][CH2:14][CH2:15][N:8]1[C:6]([O:5][C:1]([CH3:2])([CH3:3])[CH3:4])=[O:7])[CH2:17][CH2:18][CH3:19], predict the reactants needed to synthesize it. (3) The reactants are: [C:1]1([CH3:12])[CH:6]=[CH:5][C:4]([O:7][CH2:8][C:9]([OH:11])=O)=[CH:3][CH:2]=1.[NH2:13][CH2:14][CH:15]([OH:27])[CH2:16][N:17]1[CH2:26][CH2:25][C:24]2[C:19](=[CH:20][CH:21]=[CH:22][CH:23]=2)[CH2:18]1.C1N(P(Cl)(N2C(=O)OCC2)=O)C(=O)OC1.CCN(C(C)C)C(C)C. Given the product [CH2:18]1[C:19]2[C:24](=[CH:23][CH:22]=[CH:21][CH:20]=2)[CH2:25][CH2:26][N:17]1[CH2:16][CH:15]([OH:27])[CH2:14][NH:13][C:9](=[O:11])[CH2:8][O:7][C:4]1[CH:3]=[CH:2][C:1]([CH3:12])=[CH:6][CH:5]=1, predict the reactants needed to synthesize it.